This data is from Retrosynthesis with 50K atom-mapped reactions and 10 reaction types from USPTO. The task is: Predict the reactants needed to synthesize the given product. (1) The reactants are: CC(C)(C)OC(=O)N[C@H](CCCNC(N)=N[N+](=O)[O-])C(=O)O.NCc1ccc(CNC(N)=O)cc1. Given the product CC(C)(C)OC(=O)N[C@H](CCCNC(N)=N[N+](=O)[O-])C(=O)NCc1ccc(CNC(N)=O)cc1, predict the reactants needed to synthesize it. (2) Given the product CCCCCCc1cccc(-c2nc(CCCO)c(C(=O)N3CCC(N4CCCC4)CC3)n2C)c1, predict the reactants needed to synthesize it. The reactants are: CCCCCCc1cccc(-c2nc(C#CCO)c(C(=O)N3CCC(N4CCCC4)CC3)n2C)c1. (3) Given the product CC(C)COC(=O)N1CCC(n2ncc3c(Oc4ccc(S(C)(=O)=O)cc4)ncnc32)CC1, predict the reactants needed to synthesize it. The reactants are: CC(C)COC(=O)Cl.CS(=O)(=O)c1ccc(Oc2ncnc3c2cnn3C2CCNCC2)cc1. (4) Given the product CCCCCCCNC(=O)N(C)c1cccc(-c2ccc(CCC(=O)OC)cc2OCCCCl)c1, predict the reactants needed to synthesize it. The reactants are: CCCCCCCNC(=O)N(C)c1cccc(-c2ccc(CCC(=O)OC)cc2O)c1.ClCCCI.